Dataset: Forward reaction prediction with 1.9M reactions from USPTO patents (1976-2016). Task: Predict the product of the given reaction. (1) Given the reactants [Si:1]([O:8][CH2:9][C@@H:10]1[CH2:14][CH2:13][C@H:12]([CH2:15][O:16][Si:17]([C:20]([CH3:23])([CH3:22])[CH3:21])([CH3:19])[CH3:18])[N:11]1[C:24]1[N:29]=[C:28]([C:30]2[CH:35]=[CH:34][C:33]([N+:36]([O-])=O)=[CH:32][CH:31]=2)[N:27]=[C:26]([N:39]2[CH:44]3[CH2:45][CH2:46][CH:40]2[CH2:41][O:42][CH2:43]3)[N:25]=1)([C:4]([CH3:7])([CH3:6])[CH3:5])([CH3:3])[CH3:2].[H][H], predict the reaction product. The product is: [CH:40]12[N:39]([C:26]3[N:25]=[C:24]([N:11]4[C@@H:12]([CH2:15][O:16][Si:17]([C:20]([CH3:22])([CH3:23])[CH3:21])([CH3:19])[CH3:18])[CH2:13][CH2:14][C@H:10]4[CH2:9][O:8][Si:1]([C:4]([CH3:5])([CH3:6])[CH3:7])([CH3:3])[CH3:2])[N:29]=[C:28]([C:30]4[CH:35]=[CH:34][C:33]([NH2:36])=[CH:32][CH:31]=4)[N:27]=3)[CH:44]([CH2:45][CH2:46]1)[CH2:43][O:42][CH2:41]2. (2) Given the reactants [Cl:1][C:2]1[CH:3]=[C:4]([NH:17][C:18]2[CH:23]=[CH:22][CH:21]=[CH:20][C:19]=2[NH:24][C:25](=[O:31])[CH2:26][CH2:27][C:28]([OH:30])=O)[CH:5]=[CH:6][C:7]=1[C:8](=[O:16])[C:9]1[CH:14]=[CH:13][CH:12]=[CH:11][C:10]=1[CH3:15].[NH2:32][CH2:33][CH:34]([OH:37])[CH2:35][OH:36], predict the reaction product. The product is: [Cl:1][C:2]1[CH:3]=[C:4]([NH:17][C:18]2[CH:23]=[CH:22][CH:21]=[CH:20][C:19]=2[NH:24][C:25](=[O:31])[CH2:26][CH2:27][C:28]([NH:32][CH2:33][CH:34]([OH:37])[CH2:35][OH:36])=[O:30])[CH:5]=[CH:6][C:7]=1[C:8](=[O:16])[C:9]1[CH:14]=[CH:13][CH:12]=[CH:11][C:10]=1[CH3:15]. (3) Given the reactants [CH3:1][NH:2][CH3:3].Cl[CH2:5][CH2:6][C:7]([C:9]1[CH:10]=[C:11]2[C:16](=[CH:17][CH:18]=1)[N:15]([C:19]([O:21][CH2:22][CH3:23])=[O:20])[CH2:14][CH2:13][CH2:12]2)=[O:8], predict the reaction product. The product is: [CH3:1][N:2]([CH3:3])[CH2:5][CH2:6][C:7]([C:9]1[CH:10]=[C:11]2[C:16](=[CH:17][CH:18]=1)[N:15]([C:19]([O:21][CH2:22][CH3:23])=[O:20])[CH2:14][CH2:13][CH2:12]2)=[O:8]. (4) Given the reactants [CH:1]12[O:8][CH:5]([CH2:6][CH2:7]1)[CH2:4][N:3]([C:9]1[N:14]=[C:13]([C:15]3[CH:21]=[CH:20][C:18]([NH2:19])=[CH:17][CH:16]=3)[N:12]=[C:11]3[N:22]([CH:25]4[CH2:34][CH2:33][C:28]5([O:32][CH2:31][CH2:30][O:29]5)[CH2:27][CH2:26]4)[N:23]=[CH:24][C:10]=13)[CH2:2]2.C(N(CC)CC)C.Cl[C:43]([O:45][CH2:46][CH2:47][F:48])=[O:44], predict the reaction product. The product is: [F:48][CH2:47][CH2:46][O:45][C:43](=[O:44])[NH:19][C:18]1[CH:20]=[CH:21][C:15]([C:13]2[N:12]=[C:11]3[N:22]([CH:25]4[CH2:34][CH2:33][C:28]5([O:29][CH2:30][CH2:31][O:32]5)[CH2:27][CH2:26]4)[N:23]=[CH:24][C:10]3=[C:9]([N:3]3[CH2:4][CH:5]4[O:8][CH:1]([CH2:7][CH2:6]4)[CH2:2]3)[N:14]=2)=[CH:16][CH:17]=1. (5) Given the reactants [CH2:1]([O:3][C:4](=[O:32])[CH2:5][CH2:6][CH2:7][CH2:8][CH2:9][CH2:10][N:11]([C:26]1[CH:31]=[CH:30][CH:29]=[CH:28][N:27]=1)[C:12]1[CH:17]=[C:16](OS(C(F)(F)F)(=O)=O)[CH:15]=[CH:14][N:13]=1)[CH3:2].[F:33][C:34]1[CH:39]=[CH:38][C:37](B(O)O)=[CH:36][CH:35]=1.C(=O)([O-])[O-].[K+].[K+].O, predict the reaction product. The product is: [CH2:1]([O:3][C:4](=[O:32])[CH2:5][CH2:6][CH2:7][CH2:8][CH2:9][CH2:10][N:11]([C:12]1[CH:17]=[C:16]([C:37]2[CH:38]=[CH:39][C:34]([F:33])=[CH:35][CH:36]=2)[CH:15]=[CH:14][N:13]=1)[C:26]1[CH:31]=[CH:30][CH:29]=[CH:28][N:27]=1)[CH3:2]. (6) Given the reactants [C:1]([C:3]1[CH:8]=[CH:7][C:6](B(O)O)=[CH:5][CH:4]=1)#[N:2].[C:12]1([C:31]2[CH:36]=[CH:35][CH:34]=[CH:33][CH:32]=2)C=CC=[CH:14][C:13]=1P(C1CCCCC1)C1CCCCC1.[C:37]([O-:40])([O-])=O.[Na+].[Na+].C1C=CC=CC=1.C([OH:51])C, predict the reaction product. The product is: [OH:51][CH2:14][CH2:13][C:12]1[O:40][C:37]2[CH:36]=[CH:35][CH:34]=[C:33]([C:6]3[CH:7]=[CH:8][C:3]([C:1]#[N:2])=[CH:4][CH:5]=3)[C:32]=2[CH:31]=1.